From a dataset of Catalyst prediction with 721,799 reactions and 888 catalyst types from USPTO. Predict which catalyst facilitates the given reaction. (1) Reactant: [C:1]([O:5][C:6](=[O:21])[CH2:7][O:8][C:9]1[C:14]2[CH2:15][CH2:16][CH2:17][CH2:18][CH:19]([NH2:20])[C:13]=2[CH:12]=[CH:11][CH:10]=1)([CH3:4])([CH3:3])[CH3:2].[CH3:22][S:23]([C:26]1[CH:27]=[C:28]([S:36](Cl)(=[O:38])=[O:37])[CH:29]=[C:30]([S:32]([CH3:35])(=[O:34])=[O:33])[CH:31]=1)(=[O:25])=[O:24].C(N(C(C)C)CC)(C)C. Product: [C:1]([O:5][C:6](=[O:21])[CH2:7][O:8][C:9]1[C:14]2[CH2:15][CH2:16][CH2:17][CH2:18][CH:19]([NH:20][S:36]([C:28]3[CH:29]=[C:30]([S:32]([CH3:35])(=[O:33])=[O:34])[CH:31]=[C:26]([S:23]([CH3:22])(=[O:25])=[O:24])[CH:27]=3)(=[O:37])=[O:38])[C:13]=2[CH:12]=[CH:11][CH:10]=1)([CH3:4])([CH3:2])[CH3:3]. The catalyst class is: 1. (2) Reactant: [CH3:1][O:2][C:3]([C:5]1[CH:15]=[C:14]([OH:16])[C:8]2[CH2:9][C:10]([CH3:13])([CH3:12])[O:11][C:7]=2[CH:6]=1)=[O:4].Br[CH2:18][CH:19]([CH3:21])[CH3:20].C(=O)([O-])[O-].[Cs+].[Cs+]. Product: [CH3:1][O:2][C:3]([C:5]1[CH:15]=[C:14]([O:16][CH2:18][CH:19]([CH3:21])[CH3:20])[C:8]2[CH2:9][C:10]([CH3:13])([CH3:12])[O:11][C:7]=2[CH:6]=1)=[O:4]. The catalyst class is: 3.